Dataset: Experimental lipophilicity measurements (octanol/water distribution) for 4,200 compounds from AstraZeneca. Task: Regression/Classification. Given a drug SMILES string, predict its absorption, distribution, metabolism, or excretion properties. Task type varies by dataset: regression for continuous measurements (e.g., permeability, clearance, half-life) or binary classification for categorical outcomes (e.g., BBB penetration, CYP inhibition). For this dataset (lipophilicity_astrazeneca), we predict Y. (1) The Y is 0.910 logD. The molecule is Cc1cn([C@H]2CCCN([C@H](CC(C)C)c3ccc(C(=O)O)c(Oc4cccc(Cl)c4)c3)C2)c(=O)[nH]c1=O. (2) The molecule is CN(C)C(=O)c1ccc(CN2CCc3cc4nc(N)sc4cc3CC2)cc1. The Y is 1.72 logD. (3) The drug is O=C(O)c1cc(-c2ccncc2)nc2ccc(F)cc12. The Y is -0.800 logD.